From a dataset of Catalyst prediction with 721,799 reactions and 888 catalyst types from USPTO. Predict which catalyst facilitates the given reaction. (1) Reactant: [CH3:1][O:2][C:3]1[CH:4]=[C:5]([CH2:9][CH2:10][C:11]2[CH:12]=[C:13]([NH:16][C:17]([C:19]3[CH:20]=[CH:21][C:22]([C:25]([OH:27])=[O:26])=[N:23][CH:24]=3)=[O:18])[NH:14][N:15]=2)[CH:6]=[CH:7][CH:8]=1.S(Cl)(Cl)=O.[CH2:32](OCC)C. Product: [CH3:1][O:2][C:3]1[CH:4]=[C:5]([CH2:9][CH2:10][C:11]2[CH:12]=[C:13]([NH:16][C:17]([C:19]3[CH:20]=[CH:21][C:22]([C:25]([O:27][CH3:32])=[O:26])=[N:23][CH:24]=3)=[O:18])[NH:14][N:15]=2)[CH:6]=[CH:7][CH:8]=1. The catalyst class is: 100. (2) Reactant: [N:1]1[C:10]2[C:5](=[CH:6][CH:7]=[CH:8][CH:9]=2)[CH:4]=[CH:3][C:2]=1[CH2:11][O:12][C:13]1[CH:14]=[C:15]([CH:26]=[CH:27][CH:28]=1)[O:16][CH2:17][C:18]1[CH:25]=[CH:24][C:21]([C:22]#[N:23])=[CH:20][CH:19]=1.[N-:29]=[N+:30]=[N-:31].[Na+].Cl.[NH+]1C=CC=CC=1. Product: [N:1]1[C:10]2[C:5](=[CH:6][CH:7]=[CH:8][CH:9]=2)[CH:4]=[CH:3][C:2]=1[CH2:11][O:12][C:13]1[CH:14]=[C:15]([CH:26]=[CH:27][CH:28]=1)[O:16][CH2:17][C:18]1[CH:19]=[CH:20][C:21]([C:22]2[NH:31][N:30]=[N:29][N:23]=2)=[CH:24][CH:25]=1. The catalyst class is: 3.